Predict which catalyst facilitates the given reaction. From a dataset of Catalyst prediction with 721,799 reactions and 888 catalyst types from USPTO. (1) Reactant: [CH3:1][O:2][C:3]1[CH:20]=[C:19]2[C:6]([C@@:7]3([CH3:24])[C@H:16]([CH2:17][S:18]2)[C@:15]2([CH3:21])[C@H:10]([C:11]([CH3:23])([CH3:22])[CH2:12][CH2:13][CH2:14]2)[CH2:9][CH2:8]3)=[C:5]([OH:25])[CH:4]=1.N1C=CC=CC=1.[F:32][C:33]([F:46])([F:45])[S:34](O[S:34]([C:33]([F:46])([F:45])[F:32])(=[O:36])=[O:35])(=[O:36])=[O:35]. Product: [F:32][C:33]([F:46])([F:45])[S:34]([O:25][C:5]1[CH:4]=[C:3]([O:2][CH3:1])[CH:20]=[C:19]2[C:6]=1[C@@:7]1([CH3:24])[C@H:16]([CH2:17][S:18]2)[C@:15]2([CH3:21])[C@H:10]([C:11]([CH3:23])([CH3:22])[CH2:12][CH2:13][CH2:14]2)[CH2:9][CH2:8]1)(=[O:36])=[O:35]. The catalyst class is: 2. (2) Reactant: [Cl:1][C:2]1[N:3]=[CH:4][NH:5][C:6]=1[Cl:7].[OH-].[K+].[Br:10][CH2:11][C:12]1[CH:25]=[CH:24][C:23]2[C:14](=[CH:15][C:16]3[C:21]([CH:22]=2)=[CH:20][CH:19]=[CH:18][CH:17]=3)[CH:13]=1.Br[CH2:27][C:28]1[CH:37]=[N:36][C:35]2[C:30](=[CH:31][CH:32]=[CH:33][CH:34]=2)[N:29]=1. Product: [Br-:10].[CH:13]1[C:14]2[C:23](=[CH:22][C:21]3[C:16]([CH:15]=2)=[CH:17][CH:18]=[CH:19][CH:20]=3)[CH:24]=[CH:25][C:12]=1[CH2:11][N+:3]1[C:2]([Cl:1])=[C:6]([Cl:7])[N:5]([CH2:27][C:28]2[CH:37]=[N:36][C:35]3[C:30](=[CH:31][CH:32]=[CH:33][CH:34]=3)[N:29]=2)[CH:4]=1. The catalyst class is: 10. (3) Reactant: [CH3:1][S:2]([O:5][CH2:6][CH3:7])(=[O:4])=[O:3].[Li]CC[CH2:11][CH3:12].CCCC[CH2:17][CH3:18].[P:19](Cl)([O-])(OCC)=[O:20]. Product: [CH2:17]([P:19]([CH2:1][S:2]([O:5][CH2:6][CH3:7])(=[O:4])=[O:3])([CH2:11][CH3:12])=[O:20])[CH3:18]. The catalyst class is: 1.